Dataset: NCI-60 drug combinations with 297,098 pairs across 59 cell lines. Task: Regression. Given two drug SMILES strings and cell line genomic features, predict the synergy score measuring deviation from expected non-interaction effect. (1) Drug 1: C1CCC(C1)C(CC#N)N2C=C(C=N2)C3=C4C=CNC4=NC=N3. Drug 2: CC1C(C(CC(O1)OC2CC(CC3=C2C(=C4C(=C3O)C(=O)C5=C(C4=O)C(=CC=C5)OC)O)(C(=O)CO)O)N)O.Cl. Cell line: CAKI-1. Synergy scores: CSS=32.5, Synergy_ZIP=-5.79, Synergy_Bliss=-4.61, Synergy_Loewe=-12.8, Synergy_HSA=-0.686. (2) Drug 1: CCC1(CC2CC(C3=C(CCN(C2)C1)C4=CC=CC=C4N3)(C5=C(C=C6C(=C5)C78CCN9C7C(C=CC9)(C(C(C8N6C=O)(C(=O)OC)O)OC(=O)C)CC)OC)C(=O)OC)O.OS(=O)(=O)O. Drug 2: CS(=O)(=O)OCCCCOS(=O)(=O)C. Cell line: OVCAR-5. Synergy scores: CSS=18.1, Synergy_ZIP=-5.17, Synergy_Bliss=-2.47, Synergy_Loewe=6.03, Synergy_HSA=2.49. (3) Drug 1: C1=CC=C(C(=C1)C(C2=CC=C(C=C2)Cl)C(Cl)Cl)Cl. Drug 2: C1=NNC2=C1C(=O)NC=N2. Cell line: SR. Synergy scores: CSS=9.89, Synergy_ZIP=0.0138, Synergy_Bliss=6.56, Synergy_Loewe=4.80, Synergy_HSA=4.97. (4) Drug 1: CC1CC2C3CCC4=CC(=O)C=CC4(C3(C(CC2(C1(C(=O)CO)O)C)O)F)C. Drug 2: CC1(CCCN1)C2=NC3=C(C=CC=C3N2)C(=O)N. Cell line: T-47D. Synergy scores: CSS=3.83, Synergy_ZIP=6.93, Synergy_Bliss=4.62, Synergy_Loewe=1.15, Synergy_HSA=1.52. (5) Drug 1: CC(C)(C#N)C1=CC(=CC(=C1)CN2C=NC=N2)C(C)(C)C#N. Drug 2: COCCOC1=C(C=C2C(=C1)C(=NC=N2)NC3=CC=CC(=C3)C#C)OCCOC.Cl. Cell line: SNB-75. Synergy scores: CSS=-1.60, Synergy_ZIP=0.289, Synergy_Bliss=-0.0789, Synergy_Loewe=-1.37, Synergy_HSA=-1.39. (6) Drug 1: CC1OCC2C(O1)C(C(C(O2)OC3C4COC(=O)C4C(C5=CC6=C(C=C35)OCO6)C7=CC(=C(C(=C7)OC)O)OC)O)O. Drug 2: CC=C1C(=O)NC(C(=O)OC2CC(=O)NC(C(=O)NC(CSSCCC=C2)C(=O)N1)C(C)C)C(C)C. Cell line: SF-268. Synergy scores: CSS=69.2, Synergy_ZIP=-0.627, Synergy_Bliss=1.15, Synergy_Loewe=-2.52, Synergy_HSA=2.81.